This data is from Full USPTO retrosynthesis dataset with 1.9M reactions from patents (1976-2016). The task is: Predict the reactants needed to synthesize the given product. (1) The reactants are: Br[C:2]1[CH:6]=[CH:5][S:4][CH:3]=1.[S:7]1[CH:11]=[CH:10][C:9](B(O)O)=[CH:8]1.P([O-])([O-])([O-])=O.[K+].[K+].[K+].C(O)CCC. Given the product [S:4]1[CH:5]=[CH:6][C:2]([C:9]2[CH:10]=[CH:11][S:7][CH:8]=2)=[CH:3]1, predict the reactants needed to synthesize it. (2) Given the product [CH2:1]([C:7]1[CH:8]=[N:9][C:10]2[C:15]([CH:16]=1)=[CH:14][CH:13]=[CH:12][C:11]=2[C:17]([NH:20][C:21]1[CH:22]=[C:23]([CH:32]=[CH:33][CH:34]=1)[O:24][CH2:25][C:26]([O:28][CH:29]([CH3:30])[CH3:31])=[O:27])=[O:19])[CH2:2][CH2:3][CH2:4][CH2:5][CH3:6], predict the reactants needed to synthesize it. The reactants are: [CH2:1]([C:7]1[CH:8]=[N:9][C:10]2[C:15]([CH:16]=1)=[CH:14][CH:13]=[CH:12][C:11]=2[C:17]([OH:19])=O)[CH2:2][CH2:3][CH2:4][CH2:5][CH3:6].[NH2:20][C:21]1[CH:22]=[C:23]([CH:32]=[CH:33][CH:34]=1)[O:24][CH2:25][C:26]([O:28][CH:29]([CH3:31])[CH3:30])=[O:27].CN1CCOCC1.CN(C(ON1N=NC2C=CC=NC1=2)=[N+](C)C)C.F[P-](F)(F)(F)(F)F. (3) Given the product [CH3:9][S:6]([N:5]1[C:10]2[C:11](=[CH:12][C:13]3[CH2:16][CH:15]([C:17]#[N:18])[C:14]=3[CH:19]=2)[CH:3]=[CH:4]1)(=[O:8])=[O:7], predict the reactants needed to synthesize it. The reactants are: CO[CH:3](OC)[CH2:4][N:5]([C:10]1[CH:11]=[CH:12][C:13]2[CH2:16][CH:15]([C:17]#[N:18])[C:14]=2[CH:19]=1)[S:6]([CH3:9])(=[O:8])=[O:7].C([O-])(O)=O.[Na+]. (4) Given the product [C:1]([O:5][C:6](=[O:23])[NH:7][C:8]1[CH:13]=[C:12]([NH:14][CH2:15][CH:16]([CH3:17])[CH3:18])[C:11]([Cl:19])=[CH:10][C:9]=1[NH2:20])([CH3:2])([CH3:4])[CH3:3], predict the reactants needed to synthesize it. The reactants are: [C:1]([O:5][C:6](=[O:23])[NH:7][C:8]1[CH:13]=[C:12]([NH:14][CH2:15][CH:16]([CH3:18])[CH3:17])[C:11]([Cl:19])=[CH:10][C:9]=1[N+:20]([O-])=O)([CH3:4])([CH3:3])[CH3:2].O.O.Cl[Sn]Cl. (5) Given the product [NH2:7][CH2:8][C:9]1[CH:10]=[C:11]([CH2:15][C@@H:16]([NH:18][C:19]2[N:28]=[CH:27][C:26]3[C:21](=[CH:22][CH:23]=[C:24]([C:29]4[CH:34]=[CH:33][CH:32]=[CH:31][C:30]=4[CH3:35])[CH:25]=3)[N:20]=2)[CH3:17])[CH:12]=[CH:13][CH:14]=1, predict the reactants needed to synthesize it. The reactants are: C(OC(=O)[NH:7][CH2:8][C:9]1[CH:14]=[CH:13][CH:12]=[C:11]([CH2:15][C@@H:16]([NH:18][C:19]2[N:28]=[CH:27][C:26]3[C:21](=[CH:22][CH:23]=[C:24]([C:29]4[CH:34]=[CH:33][CH:32]=[CH:31][C:30]=4[CH3:35])[CH:25]=3)[N:20]=2)[CH3:17])[CH:10]=1)(C)(C)C.Cl.